From a dataset of Full USPTO retrosynthesis dataset with 1.9M reactions from patents (1976-2016). Predict the reactants needed to synthesize the given product. (1) Given the product [Cl:5][C:6]1[CH:11]=[CH:10][C:9]([C:12]2[CH:13]=[CH:14][C:15]([C:18]#[C:19][C:20]3[CH:25]=[CH:24][C:23](/[CH:26]=[CH:27]/[CH2:28][Cl:3])=[CH:22][CH:21]=3)=[N:16][CH:17]=2)=[CH:8][CH:7]=1, predict the reactants needed to synthesize it. The reactants are: S(Cl)([Cl:3])=O.[Cl:5][C:6]1[CH:11]=[CH:10][C:9]([C:12]2[CH:13]=[CH:14][C:15]([C:18]#[C:19][C:20]3[CH:25]=[CH:24][C:23](/[CH:26]=[CH:27]/[CH2:28]O)=[CH:22][CH:21]=3)=[N:16][CH:17]=2)=[CH:8][CH:7]=1.C([O-])(O)=O.[Na+]. (2) Given the product [CH:1]1([CH2:8][NH:9][C:10]([C:11]2[CH:16]=[C:15]([C:29]3[C:30]([C:31]([OH:33])=[O:32])=[CH:35][CH:36]=[CH:37][CH:38]=3)[CH:14]=[CH:13][C:12]=2[CH3:26])=[O:27])[CH2:2][CH2:3][CH2:4][CH2:5][CH2:6][CH2:7]1, predict the reactants needed to synthesize it. The reactants are: [CH:1]1([CH2:8][NH:9][C:10](=[O:27])[C:11]2[CH:16]=[C:15](B3OC(C)(C)C(C)(C)O3)[CH:14]=[CH:13][C:12]=2[CH3:26])[CH2:7][CH2:6][CH2:5][CH2:4][CH2:3][CH2:2]1.Br[C:29]1[CH:38]=[CH:37][CH:36]=[CH:35][C:30]=1[C:31]([O:33]C)=[O:32].C(=O)([O-])[O-].[Na+].[Na+].[OH-].[Na+]. (3) Given the product [Cl:12][C:9]1[CH:8]=[C:7]([Cl:13])[CH:6]=[C:5]2[C:10]=1[CH:11]=[C:2]([N:20]1[CH2:21][CH2:22][CH:17]([N:16]([CH3:23])[CH3:15])[CH2:18][CH2:19]1)[NH:3][C:4]2=[O:14], predict the reactants needed to synthesize it. The reactants are: Cl[C:2]1[NH:3][C:4](=[O:14])[C:5]2[C:10]([CH:11]=1)=[C:9]([Cl:12])[CH:8]=[C:7]([Cl:13])[CH:6]=2.[CH3:15][N:16]([CH3:23])[CH:17]1[CH2:22][CH2:21][NH:20][CH2:19][CH2:18]1. (4) Given the product [C:14]([CH2:13][C:5]1[CH:6]=[C:7]([CH:11]=[CH:12][C:4]=1[Cl:3])[C:8]([OH:10])=[O:9])([OH:16])=[O:1], predict the reactants needed to synthesize it. The reactants are: [OH-:1].[K+].[Cl:3][C:4]1[CH:12]=[CH:11][C:7]([C:8]([OH:10])=[O:9])=[CH:6][C:5]=1[CH2:13][C:14]#N.[OH2:16].